From a dataset of Catalyst prediction with 721,799 reactions and 888 catalyst types from USPTO. Predict which catalyst facilitates the given reaction. (1) Reactant: [C:1]([C:3](=[N:12][NH:13][C:14]1[CH:19]=[CH:18][CH:17]=[CH:16][CH:15]=1)[C:4]([NH:6][C:7](OCC)=[O:8])=[O:5])#[N:2].C([O-])(=O)C.[Na+].C(O)(=O)C. Product: [C:14]1([N:13]2[C:7](=[O:8])[NH:6][C:4](=[O:5])[C:3]([C:1]#[N:2])=[N:12]2)[CH:19]=[CH:18][CH:17]=[CH:16][CH:15]=1. The catalyst class is: 6. (2) Reactant: [C:1]([C:5]1[CH:6]=[C:7]([NH2:21])[N:8]([C:10]2[CH:15]=[CH:14][C:13]([O:16][CH2:17][CH2:18][O:19][CH3:20])=[CH:12][CH:11]=2)[N:9]=1)([CH3:4])([CH3:3])[CH3:2].[N:22]1[CH:27]=[CH:26][C:25]([O:28][C:29]2[CH:34]=[CH:33][C:32]([NH2:35])=[CH:31][CH:30]=2)=[CH:24][CH:23]=1.C[CH2:37][O:38]C(C)=O. Product: [C:1]([C:5]1[CH:6]=[C:7]([NH:21][C:37]([NH:35][C:32]2[CH:33]=[CH:34][C:29]([O:28][C:25]3[CH:24]=[CH:23][N:22]=[CH:27][CH:26]=3)=[CH:30][CH:31]=2)=[O:38])[N:8]([C:10]2[CH:15]=[CH:14][C:13]([O:16][CH2:17][CH2:18][O:19][CH3:20])=[CH:12][CH:11]=2)[N:9]=1)([CH3:4])([CH3:2])[CH3:3]. The catalyst class is: 26. (3) Reactant: C([O:3][C:4](=[O:49])[CH2:5][CH2:6][CH2:7][O:8][C:9]1[CH:14]=[CH:13][CH:12]=[C:11]([CH2:15][CH2:16][CH2:17][CH2:18][CH2:19][CH2:20][O:21][C:22]2[CH:27]=[C:26]([C:28]3[CH:33]=[CH:32][N:31]=[C:30]([F:34])[CH:29]=3)[CH:25]=[C:24]([C:35]3[CH:40]=[CH:39][N:38]=[C:37]([F:41])[CH:36]=3)[CH:23]=2)[C:10]=1[CH2:42][CH2:43][C:44]([O:46]CC)=[O:45])C. Product: [F:41][C:37]1[CH:36]=[C:35]([C:24]2[CH:23]=[C:22]([CH:27]=[C:26]([C:28]3[CH:33]=[CH:32][N:31]=[C:30]([F:34])[CH:29]=3)[CH:25]=2)[O:21][CH2:20][CH2:19][CH2:18][CH2:17][CH2:16][CH2:15][C:11]2[C:10]([CH2:42][CH2:43][C:44]([OH:46])=[O:45])=[C:9]([CH:14]=[CH:13][CH:12]=2)[O:8][CH2:7][CH2:6][CH2:5][C:4]([OH:49])=[O:3])[CH:40]=[CH:39][N:38]=1. The catalyst class is: 74. (4) Reactant: [C:1]([O:5][C:6]([N:8]1[CH2:13][CH2:12][C:11](=O)[C:10](=[CH:15]N(C)C)[CH2:9]1)=[O:7])([CH3:4])([CH3:3])[CH3:2].S(O)(O)(=O)=O.[CH3:24][S:25][C:26](=[NH:28])[NH2:27].[CH3:24][S:25][C:26](=[NH:28])[NH2:27].[OH-].[Na+]. Product: [C:1]([O:5][C:6]([N:8]1[CH2:13][CH2:12][C:11]2[N:28]=[C:26]([S:25][CH3:24])[N:27]=[CH:15][C:10]=2[CH2:9]1)=[O:7])([CH3:4])([CH3:2])[CH3:3]. The catalyst class is: 6. (5) Reactant: C([O:4][C:5]([CH3:37])([CH3:36])[C:6]([NH:8][C:9]1[CH:14]=[CH:13][C:12]([C:15]2[CH:20]=[CH:19][CH:18]=[C:17]([C:21]3[N:22]=[C:23]([CH:33]([CH3:35])[CH3:34])[NH:24][C:25]=3[C:26]3[CH:31]=[CH:30][CH:29]=[C:28]([CH3:32])[N:27]=3)[CH:16]=2)=[CH:11][CH:10]=1)=[O:7])(=O)C.[OH-].[K+]. Product: [OH:4][C:5]([CH3:36])([CH3:37])[C:6]([NH:8][C:9]1[CH:10]=[CH:11][C:12]([C:15]2[CH:20]=[CH:19][CH:18]=[C:17]([C:21]3[N:22]=[C:23]([CH:33]([CH3:34])[CH3:35])[NH:24][C:25]=3[C:26]3[CH:31]=[CH:30][CH:29]=[C:28]([CH3:32])[N:27]=3)[CH:16]=2)=[CH:13][CH:14]=1)=[O:7]. The catalyst class is: 5. (6) Reactant: [Cl:1][C:2]1[CH:3]=[CH:4][C:5]2[NH:11][C:10](=O)[C@@H:9]([CH2:13][C:14]([O:16][CH:17]([CH3:19])[CH3:18])=[O:15])[S:8][C@H:7]([C:20]3[C:29]4[C:24](=[CH:25][CH:26]=[CH:27][CH:28]=4)[CH:23]=[CH:22][CH:21]=3)[C:6]=2[CH:30]=1.COC1C=CC(P2(SP(C3C=CC(OC)=CC=3)(=S)S2)=[S:40])=CC=1. Product: [Cl:1][C:2]1[CH:3]=[CH:4][C:5]2[NH:11][C:10](=[S:40])[C@@H:9]([CH2:13][C:14]([O:16][CH:17]([CH3:18])[CH3:19])=[O:15])[S:8][C@H:7]([C:20]3[C:29]4[C:24](=[CH:25][CH:26]=[CH:27][CH:28]=4)[CH:23]=[CH:22][CH:21]=3)[C:6]=2[CH:30]=1. The catalyst class is: 11. (7) Reactant: [CH3:1][N:2]1[C:6]([C:7]([NH:9][C:10]2[CH:14]=[C:13]([C:15]([NH:17][C:18]3[CH:22]=[C:21]([C:23]([NH:25][CH2:26][CH2:27][C:28](N)=[NH:29])=[O:24])[N:20]([CH3:31])[CH:19]=3)=[O:16])[N:12]([CH3:32])[CH:11]=2)=[O:8])=[CH:5][C:4]([NH:33][CH:34]=[O:35])=[CH:3]1.C1(=O)OC(=O)CC1.C([O-])([O-])=O.[K+].[K+]. Product: [CH3:31][N:20]1[CH:19]=[C:18]([NH:17][C:15]([C:13]2[N:12]([CH3:32])[CH:11]=[C:10]([NH:9][C:7]([C:6]3[N:2]([CH3:1])[CH:3]=[C:4]([NH:33][CH:34]=[O:35])[CH:5]=3)=[O:8])[CH:14]=2)=[O:16])[CH:22]=[C:21]1[C:23]([NH:25][CH2:26][CH2:27][C:28]#[N:29])=[O:24]. The catalyst class is: 3. (8) Reactant: [CH3:1][C:2]1[C:10]([CH3:12])([CH3:11])[C:9]2[C:4](=[CH:5][CH:6]=[CH:7][CH:8]=2)[N:3]=1.[Br:13][CH2:14]/[CH:15]=[CH:16]/[C:17]([O:19][CH2:20][CH3:21])=[O:18]. Product: [Br-:13].[CH2:20]([O:19][C:17](=[O:18])/[CH:16]=[CH:15]/[CH2:14][N+:3]1[C:4]2[C:9](=[CH:8][CH:7]=[CH:6][CH:5]=2)[C:10]([CH3:12])([CH3:11])[C:2]=1[CH3:1])[CH3:21]. The catalyst class is: 13. (9) Reactant: [C:1]([C:5]1[CH:6]=[C:7]([N:24]2[CH:29]=[CH:28][C:27](=[O:30])[NH:26][C:25]2=[O:31])[CH:8]=[C:9]([C:13]2[CH:22]=[CH:21][C:20]3[C:15](=[CH:16][CH:17]=[C:18]([OH:23])[CH:19]=3)[CH:14]=2)[C:10]=1[O:11][CH3:12])([CH3:4])([CH3:3])[CH3:2].[CH3:32][S:33](O[S:33]([CH3:32])(=[O:35])=[O:34])(=[O:35])=[O:34].C(N(CC)CC)C. Product: [CH3:32][S:33]([O:23][C:18]1[CH:17]=[CH:16][C:15]2[C:20](=[CH:21][CH:22]=[C:13]([C:9]3[CH:8]=[C:7]([N:24]4[CH:29]=[CH:28][C:27](=[O:30])[NH:26][C:25]4=[O:31])[CH:6]=[C:5]([C:1]([CH3:4])([CH3:2])[CH3:3])[C:10]=3[O:11][CH3:12])[CH:14]=2)[CH:19]=1)(=[O:35])=[O:34]. The catalyst class is: 80.